From a dataset of Full USPTO retrosynthesis dataset with 1.9M reactions from patents (1976-2016). Predict the reactants needed to synthesize the given product. (1) The reactants are: [C:1]1([S:11](Cl)(=[O:13])=[O:12])[C:10]2[C:5](=[CH:6][CH:7]=[CH:8][CH:9]=2)[CH:4]=[CH:3][CH:2]=1.[C:15]1([NH:21][CH:22]2[CH2:27][CH2:26][N:25]([C:28]([O:30][CH2:31][C@@H:32]([N:40]([CH2:48][C:49]3[CH:54]=[CH:53][CH:52]=[CH:51][CH:50]=3)[CH2:41][C:42]3[CH:47]=[CH:46][CH:45]=[CH:44][CH:43]=3)[CH2:33][C:34]3[CH:39]=[CH:38][CH:37]=[CH:36][CH:35]=3)=[O:29])[CH2:24][CH2:23]2)[CH:20]=[CH:19][CH:18]=[CH:17][CH:16]=1. Given the product [C:15]1([N:21]([CH:22]2[CH2:27][CH2:26][N:25]([C:28]([O:30][CH2:31][C@@H:32]([N:40]([CH2:48][C:49]3[CH:50]=[CH:51][CH:52]=[CH:53][CH:54]=3)[CH2:41][C:42]3[CH:47]=[CH:46][CH:45]=[CH:44][CH:43]=3)[CH2:33][C:34]3[CH:35]=[CH:36][CH:37]=[CH:38][CH:39]=3)=[O:29])[CH2:24][CH2:23]2)[S:11]([C:1]2[C:10]3[C:5](=[CH:6][CH:7]=[CH:8][CH:9]=3)[CH:4]=[CH:3][CH:2]=2)(=[O:13])=[O:12])[CH:20]=[CH:19][CH:18]=[CH:17][CH:16]=1, predict the reactants needed to synthesize it. (2) Given the product [CH2:1]([N:8]1[C:9](=[O:19])[C:10]2[CH:15]=[CH:14][C:13]([F:16])=[C:12]([Br:17])[C:11]=2[O:22][CH2:21][CH2:20]1)[C:2]1[CH:7]=[CH:6][CH:5]=[CH:4][CH:3]=1, predict the reactants needed to synthesize it. The reactants are: [CH2:1]([N:8]([CH2:20][CH2:21][OH:22])[C:9](=[O:19])[C:10]1[CH:15]=[CH:14][C:13]([F:16])=[C:12]([Br:17])[C:11]=1F)[C:2]1[CH:7]=[CH:6][CH:5]=[CH:4][CH:3]=1.[H-].[Na+]. (3) Given the product [Si:20]([O:37][CH2:38][C:39]1[CH:44]=[CH:43][CH:42]=[CH:41][C:40]=1[CH2:45][CH:11]([C:12]1[CH:17]=[C:16]([F:18])[CH:15]=[CH:14][C:13]=1[F:19])[S:8]([C:5]1[CH:6]=[CH:7][C:2]([Cl:1])=[CH:3][CH:4]=1)(=[O:10])=[O:9])([C:33]([CH3:36])([CH3:35])[CH3:34])([C:21]1[CH:26]=[CH:25][CH:24]=[CH:23][CH:22]=1)[C:27]1[CH:28]=[CH:29][CH:30]=[CH:31][CH:32]=1, predict the reactants needed to synthesize it. The reactants are: [Cl:1][C:2]1[CH:7]=[CH:6][C:5]([S:8]([CH2:11][C:12]2[CH:17]=[C:16]([F:18])[CH:15]=[CH:14][C:13]=2[F:19])(=[O:10])=[O:9])=[CH:4][CH:3]=1.[Si:20]([O:37][CH2:38][C:39]1[CH:44]=[CH:43][CH:42]=[CH:41][C:40]=1[CH2:45]O)([C:33]([CH3:36])([CH3:35])[CH3:34])([C:27]1[CH:32]=[CH:31][CH:30]=[CH:29][CH:28]=1)[C:21]1[CH:26]=[CH:25][CH:24]=[CH:23][CH:22]=1.C(C=P(CCCC)(CCCC)CCCC)#N.CO. (4) Given the product [Cl:1][C:2]1[C:11]2[C:6](=[CH:7][C:8]([O:14][CH2:16][C@H:17]3[CH2:22][CH2:21][CH2:20][N:19]([C:23]([O:25][C:11]([CH3:6])([CH3:2])[CH3:10])=[O:24])[CH2:18]3)=[C:9]([O:12][CH3:13])[CH:10]=2)[N:5]=[CH:4][N:3]=1, predict the reactants needed to synthesize it. The reactants are: [Cl:1][C:2]1[C:11]2[C:6](=[CH:7][C:8]([OH:14])=[C:9]([O:12][CH3:13])[CH:10]=2)[N:5]=[CH:4][N:3]=1.O[CH2:16][C@H:17]1[CH2:22][CH2:21][CH2:20][N:19]([C:23]([O-:25])=[O:24])[CH2:18]1. (5) Given the product [F:1][C:2]1[CH:3]=[C:4]([C:12]2[CH:13]=[C:14]([C:15]([F:18])([F:17])[F:16])[N:23]3[N:24]=[CH:25][C:26]([C:27]4[CH:32]=[C:31]([CH3:33])[N:30]=[C:29]([CH3:34])[CH:28]=4)=[C:22]3[N:21]=2)[CH:5]=[CH:6][C:7]=1[C:8]([F:11])([F:10])[F:9], predict the reactants needed to synthesize it. The reactants are: [F:1][C:2]1[CH:3]=[C:4]([C:12](=O)[CH2:13][C:14](=O)[C:15]([F:18])([F:17])[F:16])[CH:5]=[CH:6][C:7]=1[C:8]([F:11])([F:10])[F:9].[NH2:21][C:22]1[C:26]([C:27]2[CH:32]=[C:31]([CH3:33])[N:30]=[C:29]([CH3:34])[CH:28]=2)=[CH:25][NH:24][N:23]=1. (6) The reactants are: [C:1]([O:5][C:6]([NH:8][C@@H:9]([CH2:13][CH2:14][NH:15][CH2:16][CH2:17][CH2:18][C:19]1[CH:24]=[C:23]([Cl:25])[CH:22]=[CH:21][C:20]=1[OH:26])[C:10]([OH:12])=[O:11])=[O:7])([CH3:4])([CH3:3])[CH3:2].C([O-])([O-])=O.[K+].[K+].[Cl:33][C:34]1[C:35](F)=[CH:36][C:37]([F:56])=[C:38]([S:40]([N:43]([C:51]2[N:52]=[CH:53][S:54][CH:55]=2)[C:44](=[O:50])[O:45][C:46]([CH3:49])([CH3:48])[CH3:47])(=[O:42])=[O:41])[CH:39]=1.O. Given the product [C:46]([O:45][C:44]([N:43]([C:51]1[N:52]=[CH:53][S:54][CH:55]=1)[S:40]([C:38]1[C:37]([F:56])=[CH:36][C:35]([O:26][C:20]2[CH:21]=[CH:22][C:23]([Cl:25])=[CH:24][C:19]=2[CH2:18][CH2:17][CH2:16][NH:15][CH2:14][CH2:13][C@H:9]([NH:8][C:6]([O:5][C:1]([CH3:4])([CH3:2])[CH3:3])=[O:7])[C:10]([OH:12])=[O:11])=[C:34]([Cl:33])[CH:39]=1)(=[O:42])=[O:41])=[O:50])([CH3:49])([CH3:47])[CH3:48], predict the reactants needed to synthesize it. (7) Given the product [C:22]1([B:6]([OH:11])[OH:7])[CH:21]=[CH:20][CH:25]=[CH:24][CH:23]=1, predict the reactants needed to synthesize it. The reactants are: [Li]CCCC.[B:6](OC(C)C)([O:11]C(C)C)[O:7]C(C)C.O.[CH3:20][CH2:21][CH2:22][CH2:23][CH2:24][CH3:25]. (8) Given the product [S:12]([N:6]1[CH2:7][CH2:8][CH2:9][C@H:5]1[C:4]([OH:3])=[O:10])([C:15]1[CH:23]=[CH:22][C:18]([CH3:19])=[CH:17][CH:16]=1)(=[O:14])=[O:13], predict the reactants needed to synthesize it. The reactants are: Cl.C[O:3][C:4](=[O:10])[C@@H:5]1[CH2:9][CH2:8][CH2:7][NH:6]1.Cl[S:12]([C:15]1[CH:23]=[CH:22][C:18]([C:19](O)=O)=[CH:17][CH:16]=1)(=[O:14])=[O:13].C(=O)([O-])[O-].[Na+].[Na+].FC(F)(F)C(OC1C(F)=C(F)C(F)=C(F)C=1F)=O.